From a dataset of Full USPTO retrosynthesis dataset with 1.9M reactions from patents (1976-2016). Predict the reactants needed to synthesize the given product. (1) Given the product [NH2:1][C:2]1[N:3]([CH3:24])[C:4](=[O:23])[C:5]2([C:15]3[C:10](=[CH:11][CH:12]=[C:13]([C:38]4[CH:37]=[C:36]([S:33]([N:32]([CH3:45])[CH3:31])(=[O:34])=[O:35])[CH:41]=[CH:40][CH:39]=4)[CH:14]=3)[O:9][CH:8]([C:17]3[CH:22]=[CH:21][CH:20]=[CH:19][CH:18]=3)[CH2:7]2)[N:6]=1, predict the reactants needed to synthesize it. The reactants are: [NH2:1][C:2]1[N:3]([CH2:24]C2CCCCC2)[C:4](=[O:23])[C:5]2([C:15]3[C:10](=[CH:11][CH:12]=[C:13](Br)[CH:14]=3)[O:9][CH:8]([C:17]3[CH:22]=[CH:21][CH:20]=[CH:19][CH:18]=3)[CH2:7]2)[N:6]=1.[CH3:31][N:32]([CH3:45])[S:33]([C:36]1[CH:37]=[C:38](B(O)O)[CH:39]=[CH:40][CH:41]=1)(=[O:35])=[O:34]. (2) Given the product [CH3:13][N:14]1[CH2:18][CH2:17][CH2:16][CH:15]1[CH2:19][CH2:20][NH:21][CH2:11][C:2]1[CH:3]=[CH:4][C:5]2[C:10](=[CH:9][CH:8]=[CH:7][CH:6]=2)[CH:1]=1, predict the reactants needed to synthesize it. The reactants are: [CH:1]1[C:10]2[C:5](=[CH:6][CH:7]=[CH:8][CH:9]=2)[CH:4]=[CH:3][C:2]=1[CH:11]=O.[CH3:13][N:14]1[CH2:18][CH2:17][CH2:16][CH:15]1[CH2:19][CH2:20][NH2:21].[Na].